Dataset: NCI-60 drug combinations with 297,098 pairs across 59 cell lines. Task: Regression. Given two drug SMILES strings and cell line genomic features, predict the synergy score measuring deviation from expected non-interaction effect. (1) Drug 1: C1=NC2=C(N1)C(=S)N=C(N2)N. Drug 2: CN1C2=C(C=C(C=C2)N(CCCl)CCCl)N=C1CCCC(=O)O.Cl. Cell line: UO-31. Synergy scores: CSS=14.2, Synergy_ZIP=-10.6, Synergy_Bliss=-8.94, Synergy_Loewe=-13.5, Synergy_HSA=-6.97. (2) Drug 2: C(=O)(N)NO. Cell line: SK-MEL-2. Drug 1: C1=NC2=C(N=C(N=C2N1C3C(C(C(O3)CO)O)O)F)N. Synergy scores: CSS=12.4, Synergy_ZIP=-1.56, Synergy_Bliss=0.562, Synergy_Loewe=-10.3, Synergy_HSA=-3.90.